This data is from Catalyst prediction with 721,799 reactions and 888 catalyst types from USPTO. The task is: Predict which catalyst facilitates the given reaction. Reactant: [CH3:1][C:2]([O:5][C:6]([N:8]1[CH2:13][CH2:12][N:11]([S:14]([NH2:17])(=[O:16])=[O:15])[CH2:10][CH2:9]1)=[O:7])([CH3:4])[CH3:3].C(=O)([O-])[O-].[Cs+].[Cs+].Cl[C:25]1[CH:30]=[C:29]([O:31][CH2:32][CH3:33])[N:28]=[C:27]([S:34][CH2:35][C:36]2[CH:41]=[CH:40][CH:39]=[C:38]([F:42])[C:37]=2[F:43])[N:26]=1. Product: [CH3:4][C:2]([O:5][C:6]([N:8]1[CH2:13][CH2:12][N:11]([S:14]([NH:17][C:25]2[CH:30]=[C:29]([O:31][CH2:32][CH3:33])[N:28]=[C:27]([S:34][CH2:35][C:36]3[CH:41]=[CH:40][CH:39]=[C:38]([F:42])[C:37]=3[F:43])[N:26]=2)(=[O:16])=[O:15])[CH2:10][CH2:9]1)=[O:7])([CH3:1])[CH3:3]. The catalyst class is: 62.